This data is from Reaction yield outcomes from USPTO patents with 853,638 reactions. The task is: Predict the reaction yield, written as a fraction of the theoretical maximum amount of product (1.0 means a 100% yield; for example, 0.34 means a 34% yield). (1) The reactants are [CH2:1]([C:13]1[CH:14]=[C:15]([C:18]2[NH:19][C:20](=[O:44])[C:21]3[C:25]=2[C:24](=[O:26])[NH:23][C:22]=3[C:27]2[S:28][CH:29]=[C:30]([CH2:32][CH2:33][CH2:34][CH2:35][CH2:36][CH2:37][CH2:38][CH2:39][CH2:40][CH2:41][CH2:42][CH3:43])[CH:31]=2)[S:16][CH:17]=1)[CH2:2][CH2:3][CH2:4][CH2:5][CH2:6][CH2:7][CH2:8][CH2:9][CH2:10][CH2:11][CH3:12].I[CH2:46][CH:47]([CH2:52][CH2:53][CH2:54][CH2:55][CH2:56][CH3:57])[CH2:48][CH2:49][CH2:50][CH3:51].C([O-])([O-])=O.[Cs+].[Cs+]. No catalyst specified. The product is [CH2:48]([CH:47]([CH2:52][CH2:53][CH2:54][CH2:55][CH2:56][CH3:57])[CH2:46][N:23]1[C:22]([C:27]2[S:28][CH:29]=[C:30]([CH2:32][CH2:33][CH2:34][CH2:35][CH2:36][CH2:37][CH2:38][CH2:39][CH2:40][CH2:41][CH2:42][CH3:43])[CH:31]=2)=[C:21]2[C:25](=[C:18]([C:15]3[S:16][CH:17]=[C:13]([CH2:1][CH2:2][CH2:3][CH2:4][CH2:5][CH2:6][CH2:7][CH2:8][CH2:9][CH2:10][CH2:11][CH3:12])[CH:14]=3)[N:19]([CH2:17][CH:13]([CH2:1][CH2:2][CH2:3][CH3:4])[CH2:14][CH2:15][CH2:18][CH2:25][CH2:21][CH3:20])[C:20]2=[O:44])[C:24]1=[O:26])[CH2:49][CH2:50][CH3:51]. The yield is 0.217. (2) The reactants are [Cl:1][C:2]1[CH:7]=[CH:6][C:5]([C:8]2[C:17]3[C:12](=[CH:13][CH:14]=[C:15]([C:18](O)=[O:19])[CH:16]=3)[CH:11]=[N:10][CH:9]=2)=[CH:4][CH:3]=1.F[B-](F)(F)F.N1(OC(N(C)C)=[N+](C)C)C2C=CC=CC=2N=N1.C(N(CC)C(C)C)(C)C.[NH:52]1[CH2:57][CH2:56][O:55][CH2:54][CH2:53]1. The catalyst is CN(C)C=O. The product is [Cl:1][C:2]1[CH:7]=[CH:6][C:5]([C:8]2[C:17]3[C:12](=[CH:13][CH:14]=[C:15]([C:18]([N:52]4[CH2:57][CH2:56][O:55][CH2:54][CH2:53]4)=[O:19])[CH:16]=3)[CH:11]=[N:10][CH:9]=2)=[CH:4][CH:3]=1. The yield is 0.450. (3) The reactants are C(=O)([O-])[O-].[K+].[K+].[CH3:7][O:8][C:9](=[O:35])[CH:10]([NH:19][C:20]1[CH:25]=[CH:24][CH:23]=[CH:22][C:21]=1[C:26](=[O:34])[C:27]1[CH:32]=[CH:31][C:30]([F:33])=[CH:29][CH:28]=1)[CH2:11][C:12]1[CH:17]=[CH:16][C:15]([OH:18])=[CH:14][CH:13]=1.[Br:36][CH2:37][CH2:38]Br. The catalyst is C(#N)C. The product is [CH3:7][O:8][C:9](=[O:35])[CH:10]([NH:19][C:20]1[CH:25]=[CH:24][CH:23]=[CH:22][C:21]=1[C:26](=[O:34])[C:27]1[CH:32]=[CH:31][C:30]([F:33])=[CH:29][CH:28]=1)[CH2:11][C:12]1[CH:13]=[CH:14][C:15]([O:18][CH2:38][CH2:37][Br:36])=[CH:16][CH:17]=1. The yield is 0.580.